From a dataset of Forward reaction prediction with 1.9M reactions from USPTO patents (1976-2016). Predict the product of the given reaction. (1) Given the reactants [Br:1][C:2]1[CH:13]=[CH:12][C:5]([O:6][CH2:7][C:8](OC)=[O:9])=[C:4]([N+:14]([O-])=O)[CH:3]=1, predict the reaction product. The product is: [Br:1][C:2]1[CH:13]=[CH:12][C:5]2[O:6][CH2:7][C:8](=[O:9])[NH:14][C:4]=2[CH:3]=1. (2) Given the reactants [N:1]([CH:4]([C:6]1[N:7]=[C:8]2[S:20][CH:19]=[C:18]([CH3:21])[N:9]2[C:10](=[O:17])[C:11]=1[C:12]1[S:13][CH:14]=[CH:15][N:16]=1)[CH3:5])=[N+]=[N-].CP(C)C.C(OCC)(=O)C, predict the reaction product. The product is: [NH2:1][CH:4]([C:6]1[N:7]=[C:8]2[S:20][CH:19]=[C:18]([CH3:21])[N:9]2[C:10](=[O:17])[C:11]=1[C:12]1[S:13][CH:14]=[CH:15][N:16]=1)[CH3:5].